From a dataset of Full USPTO retrosynthesis dataset with 1.9M reactions from patents (1976-2016). Predict the reactants needed to synthesize the given product. (1) Given the product [CH:1]1([CH2:7][CH2:8][CH2:9][CH2:10]/[CH:11]=[CH:14]/[C:15]([O:16][CH2:17][CH3:18])=[O:13])[CH2:2][CH2:3][CH2:4][CH2:5][CH2:6]1, predict the reactants needed to synthesize it. The reactants are: [CH:1]1([CH2:7][CH2:8][CH2:9][CH2:10][CH:11]=O)[CH2:6][CH2:5][CH2:4][CH2:3][CH2:2]1.[OH2:13].[CH3:14][CH2:15][O:16][CH2:17][CH3:18]. (2) Given the product [CH3:44][O:43][C:41](=[O:42])[NH:40][C:23]1[CH:22]=[C:21]([N:18]2[CH2:19][CH2:20][NH:15][CH2:16][CH2:17]2)[N:26]=[C:25]([C:27]2[CH:32]=[CH:31][N:30]=[C:29]([NH:33][CH:34]3[CH2:35][CH2:36][CH2:37][CH2:38][CH2:39]3)[CH:28]=2)[CH:24]=1, predict the reactants needed to synthesize it. The reactants are: C(O)(C(F)(F)F)=O.C(OC([N:15]1[CH2:20][CH2:19][N:18]([C:21]2[N:26]=[C:25]([C:27]3[CH:32]=[CH:31][N:30]=[C:29]([NH:33][CH:34]4[CH2:39][CH2:38][CH2:37][CH2:36][CH2:35]4)[CH:28]=3)[CH:24]=[C:23]([NH:40][C:41]([O:43][CH3:44])=[O:42])[CH:22]=2)[CH2:17][CH2:16]1)=O)(C)(C)C. (3) Given the product [N:18]1([CH2:2][C:3]([CH:5]2[CH2:10][CH2:9][N:8]([C:11]([O:13][C:14]([CH3:17])([CH3:16])[CH3:15])=[O:12])[CH2:7][CH2:6]2)=[O:4])[CH2:22][CH2:21][CH2:20][CH2:19]1, predict the reactants needed to synthesize it. The reactants are: Br[CH2:2][C:3]([CH:5]1[CH2:10][CH2:9][N:8]([C:11]([O:13][C:14]([CH3:17])([CH3:16])[CH3:15])=[O:12])[CH2:7][CH2:6]1)=[O:4].[NH:18]1[CH2:22][CH2:21][CH2:20][CH2:19]1.C(N(CC)CC)C.Cl. (4) Given the product [C:27]([N:24]1[C:20]2=[N:21][CH:22]=[CH:23][C:18]([C:2]3[S:3][CH:4]=[C:5]([CH2:7][C:8]#[N:9])[N:6]=3)=[C:19]2[CH:26]=[N:25]1)([C:40]1[CH:45]=[CH:44][CH:43]=[CH:42][CH:41]=1)([C:28]1[CH:29]=[CH:30][CH:31]=[CH:32][CH:33]=1)[C:34]1[CH:39]=[CH:38][CH:37]=[CH:36][CH:35]=1, predict the reactants needed to synthesize it. The reactants are: Br[C:2]1[S:3][CH:4]=[C:5]([CH2:7][C:8]#[N:9])[N:6]=1.CC1(C)C(C)(C)OB([C:18]2[CH:23]=[CH:22][N:21]=[C:20]3[N:24]([C:27]([C:40]4[CH:45]=[CH:44][CH:43]=[CH:42][CH:41]=4)([C:34]4[CH:39]=[CH:38][CH:37]=[CH:36][CH:35]=4)[C:28]4[CH:33]=[CH:32][CH:31]=[CH:30][CH:29]=4)[N:25]=[CH:26][C:19]=23)O1.C([O-])([O-])=O.[Na+].[Na+]. (5) Given the product [OH:24][CH2:23][CH2:22][C:19]1[CH:20]=[CH:21][C:16]([NH:15][C:12]([CH:8]2[CH2:11][CH2:10][CH2:9]2)=[O:13])=[CH:17][CH:18]=1, predict the reactants needed to synthesize it. The reactants are: C(N(CC)CC)C.[CH:8]1([C:12](Cl)=[O:13])[CH2:11][CH2:10][CH2:9]1.[NH2:15][C:16]1[CH:21]=[CH:20][C:19]([CH2:22][CH2:23][OH:24])=[CH:18][CH:17]=1.O. (6) Given the product [CH3:8][C:6]([S:9]([C:12]1[CH:17]=[CH:16][CH:15]=[C:14]([C:18]([F:20])([F:21])[F:19])[CH:13]=1)(=[O:11])=[O:10])([CH3:7])[CH2:5][CH2:4][NH2:1], predict the reactants needed to synthesize it. The reactants are: [N:1]([CH2:4][CH2:5][C:6]([S:9]([C:12]1[CH:17]=[CH:16][CH:15]=[C:14]([C:18]([F:21])([F:20])[F:19])[CH:13]=1)(=[O:11])=[O:10])([CH3:8])[CH3:7])=[N+]=[N-]. (7) Given the product [Cl:13][C:10]1[CH:11]=[CH:12][C:4]([O:3][CH2:1][CH3:2])=[C:5]([CH:9]=1)[C:6]([OH:8])=[O:7], predict the reactants needed to synthesize it. The reactants are: [CH2:1]([O:3][C:4]1[CH:12]=[CH:11][CH:10]=[CH:9][C:5]=1[C:6]([OH:8])=[O:7])[CH3:2].[Cl:13]N1C(=O)CCC1=O.